This data is from Forward reaction prediction with 1.9M reactions from USPTO patents (1976-2016). The task is: Predict the product of the given reaction. (1) Given the reactants [CH3:1][N:2]1[CH2:14][CH2:13][C:12]2[C:11]3[C:6](=[CH:7][CH:8]=[C:9]([CH3:15])[CH:10]=3)[NH:5][C:4]=2[CH2:3]1.N1C2C(=CC=C3C=2N=CC=C3)C=CC=1.[O-]P([O-])([O-])=O.[K+].[K+].[K+].Br[C:39]#[C:40][C:41]1[CH:46]=[CH:45][C:44]([Cl:47])=[CH:43][CH:42]=1, predict the reaction product. The product is: [Cl:47][C:44]1[CH:45]=[CH:46][C:41]([C:40]#[C:39][N:5]2[C:6]3[C:11](=[CH:10][C:9]([CH3:15])=[CH:8][CH:7]=3)[C:12]3[CH2:13][CH2:14][N:2]([CH3:1])[CH2:3][C:4]2=3)=[CH:42][CH:43]=1. (2) Given the reactants [Si]([O:8][CH2:9][CH2:10][CH2:11][CH2:12][N:13]1[C:25]2[C:24]3[CH:23]=[CH:22][CH:21]=[CH:20][C:19]=3[N:18]=[CH:17][C:16]=2[N:15]=[CH:14]1)(C(C)(C)C)(C)C.[F-].C([N+](CCCC)(CCCC)CCCC)CCC, predict the reaction product. The product is: [N:13]1([CH2:12][CH2:11][CH2:10][CH2:9][OH:8])[C:25]2[C:24]3[CH:23]=[CH:22][CH:21]=[CH:20][C:19]=3[N:18]=[CH:17][C:16]=2[N:15]=[CH:14]1.